From a dataset of Forward reaction prediction with 1.9M reactions from USPTO patents (1976-2016). Predict the product of the given reaction. (1) Given the reactants [CH2:1]([C:3]1[CH:11]=[CH:10][C:6]([C:7]([OH:9])=O)=[CH:5][C:4]=1[N+:12]([O-:14])=[O:13])[CH3:2].[NH:15]1[CH2:20][CH2:19][CH:18]([C:21]2[CH:28]=[CH:27][C:24]([C:25]#[N:26])=[CH:23][CH:22]=2)[CH2:17][CH2:16]1.NC1C=C(C=CC=1C)C(N1CCC(C2C=CC(C#N)=CC=2)CC1)=O, predict the reaction product. The product is: [CH2:1]([C:3]1[CH:11]=[CH:10][C:6]([C:7]([N:15]2[CH2:20][CH2:19][CH:18]([C:21]3[CH:28]=[CH:27][C:24]([C:25]#[N:26])=[CH:23][CH:22]=3)[CH2:17][CH2:16]2)=[O:9])=[CH:5][C:4]=1[N+:12]([O-:14])=[O:13])[CH3:2]. (2) Given the reactants [Cl:1][C:2]1[CH:3]=[C:4]([CH:9]2[CH2:18][C:17]([CH3:21])([CH:19]=[CH2:20])[C:16]3[N:15]=[C:14]([C:22]([OH:24])=[O:23])[CH:13]=[CH:12][C:11]=3[NH:10]2)[CH:5]=[CH:6][C:7]=1[F:8], predict the reaction product. The product is: [Cl:1][C:2]1[CH:3]=[C:4]([CH:9]2[CH2:18][C:17]([CH2:19][CH3:20])([CH3:21])[C:16]3[N:15]=[C:14]([C:22]([OH:24])=[O:23])[CH:13]=[CH:12][C:11]=3[NH:10]2)[CH:5]=[CH:6][C:7]=1[F:8]. (3) Given the reactants [O:1]=[C:2]1[N:6]([C:7]2[CH:8]=[CH:9][C:10]3[C:16](=O)[CH:15]([C:18]([C:20]4[CH:21]=[N:22][CH:23]=[CH:24][CH:25]=4)=O)[CH2:14][CH2:13][CH2:12][C:11]=3[CH:26]=2)[CH2:5][C@H:4]([CH2:27][NH:28][C:29](=[O:36])[C:30]2[CH:35]=[CH:34][CH:33]=[N:32][CH:31]=2)[O:3]1.O.[NH2:38][NH2:39], predict the reaction product. The product is: [O:1]=[C:2]1[N:6]([C:7]2[CH:8]=[CH:9][C:10]3[C:16]4[NH:38][N:39]=[C:18]([C:20]5[CH:21]=[N:22][CH:23]=[CH:24][CH:25]=5)[C:15]=4[CH2:14][CH2:13][CH2:12][C:11]=3[CH:26]=2)[CH2:5][C@H:4]([CH2:27][NH:28][C:29](=[O:36])[C:30]2[CH:35]=[CH:34][CH:33]=[N:32][CH:31]=2)[O:3]1. (4) Given the reactants [C:1]([C:5]1[CH:10]=[CH:9][C:8]([C:11]#[C:12][C:13]2[CH:18]=[CH:17][N:16]=[CH:15][C:14]=2[NH:19][C:20](=[O:26])[O:21][C:22]([CH3:25])([CH3:24])[CH3:23])=[CH:7][CH:6]=1)([CH3:4])([CH3:3])[CH3:2].CN(C)C=O.[CH2:32](I)[CH3:33].[H-].[Na+], predict the reaction product. The product is: [C:1]([C:5]1[CH:10]=[CH:9][C:8]([C:11]#[C:12][C:13]2[CH:18]=[CH:17][N:16]=[CH:15][C:14]=2[N:19]([CH2:32][CH3:33])[C:20](=[O:26])[O:21][C:22]([CH3:25])([CH3:24])[CH3:23])=[CH:7][CH:6]=1)([CH3:4])([CH3:2])[CH3:3]. (5) Given the reactants Cl[C:2]1[CH:10]=[CH:9][C:5]([C:6]([NH2:8])=[O:7])=[CH:4][N:3]=1.[OH:11][C:12]1[CH:19]=[CH:18][C:15]([CH:16]=[O:17])=[CH:14][CH:13]=1.C(=O)([O-])[O-].[K+].[K+].CN(C)C=O, predict the reaction product. The product is: [CH:16]([C:15]1[CH:18]=[CH:19][C:12]([O:11][C:2]2[CH:10]=[CH:9][C:5]([C:6]([NH2:8])=[O:7])=[CH:4][N:3]=2)=[CH:13][CH:14]=1)=[O:17].